This data is from Forward reaction prediction with 1.9M reactions from USPTO patents (1976-2016). The task is: Predict the product of the given reaction. (1) Given the reactants [CH2:1]([C:3]1[C:4](=[O:10])[NH:5][C:6]([CH3:9])=[CH:7][CH:8]=1)[CH3:2].[Br:11]N1C(=O)CCC1=O, predict the reaction product. The product is: [Br:11][C:7]1[CH:8]=[C:3]([CH2:1][CH3:2])[C:4](=[O:10])[NH:5][C:6]=1[CH3:9]. (2) Given the reactants [C@@H:1]1([N:9]2[CH:16]=[CH:15][C:13]([NH2:14])=[N:12][C:10]2=[O:11])[O:8][C@H:5]([CH2:6][OH:7])[C@@H:3]([OH:4])[CH2:2]1.[CH3:17][C:18]([Si:21](Cl)([CH3:23])[CH3:22])([CH3:20])[CH3:19].CN(C=O)C, predict the reaction product. The product is: [Si:21]([C@@:3]1([OH:4])[C@@H:5]([CH2:6][O:7][Si:21]([C:18]([CH3:20])([CH3:19])[CH3:17])([CH3:23])[CH3:22])[O:8][C@@H:1]([N:9]2[CH:16]=[CH:15][C:13]([NH2:14])=[N:12][C:10]2=[O:11])[CH2:2]1)([C:18]([CH3:20])([CH3:19])[CH3:17])([CH3:23])[CH3:22].